From a dataset of Peptide-MHC class I binding affinity with 185,985 pairs from IEDB/IMGT. Regression. Given a peptide amino acid sequence and an MHC pseudo amino acid sequence, predict their binding affinity value. This is MHC class I binding data. The peptide sequence is MSWGWRLPF. The MHC is HLA-C04:01 with pseudo-sequence HLA-C04:01. The binding affinity (normalized) is 0.213.